Dataset: Full USPTO retrosynthesis dataset with 1.9M reactions from patents (1976-2016). Task: Predict the reactants needed to synthesize the given product. (1) The reactants are: [Si](OCCN(C)C(C1C(OCC2C=CC=CC=2)=C(O)N=C(CC2(C3C4C(=CC=CC=4)C=CC=3)CCCC2)N=1)=O)(C(C)(C)C)(C)C.[CH2:46]([O:53][C:54]1[C:55]([C:77]([OH:79])=O)=[N:56][C:57]([CH2:61][C:62]2([C:67]3[C:76]4[C:71](=[CH:72][CH:73]=[CH:74][CH:75]=4)[CH:70]=[CH:69][CH:68]=3)[CH2:66][CH2:65][CH2:64][CH2:63]2)=[N:58][C:59]=1[OH:60])[C:47]1[CH:52]=[CH:51][CH:50]=[CH:49][CH:48]=1.[Si:80]([O:87][CH2:88][CH2:89][NH:90][CH:91]([CH3:93])[CH3:92])([C:83]([CH3:86])([CH3:85])[CH3:84])([CH3:82])[CH3:81]. Given the product [CH2:46]([O:53][C:54]1[C:55]([C:77]([N:90]([CH2:89][CH2:88][O:87][Si:80]([C:83]([CH3:85])([CH3:84])[CH3:86])([CH3:81])[CH3:82])[CH:91]([CH3:92])[CH3:93])=[O:79])=[N:56][C:57]([CH2:61][C:62]2([C:67]3[C:76]4[C:71](=[CH:72][CH:73]=[CH:74][CH:75]=4)[CH:70]=[CH:69][CH:68]=3)[CH2:66][CH2:65][CH2:64][CH2:63]2)=[N:58][C:59]=1[OH:60])[C:47]1[CH:52]=[CH:51][CH:50]=[CH:49][CH:48]=1, predict the reactants needed to synthesize it. (2) Given the product [F:27][CH2:26][CH2:25][N:15]1[CH2:16][CH2:17][CH:12]([NH:11][C:8]2[CH:9]=[CH:10][C:5]([N+:2]([O-:4])=[O:3])=[CH:6][CH:7]=2)[CH2:13][CH2:14]1, predict the reactants needed to synthesize it. The reactants are: Cl.[N+:2]([C:5]1[CH:10]=[CH:9][C:8]([NH:11][CH:12]2[CH2:17][CH2:16][NH:15][CH2:14][CH2:13]2)=[CH:7][CH:6]=1)([O-:4])=[O:3].C([O-])([O-])=O.[K+].[K+].Br[CH2:25][CH2:26][F:27]. (3) Given the product [Cl:1][C:2]1[CH:7]=[CH:6][C:5]([O:8][CH:9]([F:11])[F:10])=[CH:4][C:3]=1[CH:12]([CH2:15][OH:17])[C:13]#[N:14], predict the reactants needed to synthesize it. The reactants are: [Cl:1][C:2]1[CH:7]=[CH:6][C:5]([O:8][CH:9]([F:11])[F:10])=[CH:4][C:3]=1[CH2:12][C:13]#[N:14].[CH2:15]([OH:17])C.C=O.C1CCN2C(=NCCC2)CC1. (4) Given the product [CH3:32][CH:31]([CH3:33])[C@H:26]([N:21]1[CH2:20][C:19]2[C:23](=[CH:24][C:16]([C:13]3[CH:12]=[CH:11][C:10]([NH:9][C:1]([C:2]4[CH:3]=[CH:4][C:5]5[C:48]([CH3:44])([CH3:47])[CH2:49][CH2:41][C:38]([CH3:39])([CH3:37])[C:6]=5[CH:7]=4)=[O:8])=[CH:15][CH:14]=3)=[CH:17][CH:18]=2)[C:22]1=[O:25])[C:27]([O:29][CH3:30])=[O:28], predict the reactants needed to synthesize it. The reactants are: [C:1]([NH:9][C:10]1[CH:15]=[CH:14][C:13]([C:16]2[CH:24]=[C:23]3[C:19]([CH2:20][N:21]([C@@H:26]([CH:31]([CH3:33])[CH3:32])[C:27]([O:29][CH3:30])=[O:28])[C:22]3=[O:25])=[CH:18][CH:17]=2)=[CH:12][CH:11]=1)(=[O:8])[C:2]1[CH:7]=[CH:6][CH:5]=[CH:4][CH:3]=1.NC1C=[CH:39][C:38]([C:41]2[CH:49]=[C:48]3[C:44](CN([C@@H](C(C)C)C(OC)=O)[C:47]3=O)=CC=2)=[CH:37]C=1.CC1(C)CCC(C)(C)C2C=C(C(Cl)=O)C=CC1=2. (5) Given the product [ClH:43].[N:11]1[CH:12]=[CH:13][CH:14]=[CH:15][C:10]=1[CH2:9][NH:8][CH2:16][C:17]1[O:21][C:20]([C:22]([NH:24][C@@H:25]([CH2:29][CH2:30][CH2:31][NH:32][CH:33]2[C:42]3[N:41]=[CH:40][CH:39]=[CH:38][C:37]=3[CH2:36][CH2:35][CH2:34]2)[C:26]([OH:28])=[O:27])=[O:23])=[CH:19][CH:18]=1, predict the reactants needed to synthesize it. The reactants are: C([N:8]([CH2:16][C:17]1[O:21][C:20]([C:22]([NH:24][C@@H:25]([CH2:29][CH2:30][CH2:31][NH:32][CH:33]2[C:42]3[N:41]=[CH:40][CH:39]=[CH:38][C:37]=3[CH2:36][CH2:35][CH2:34]2)[C:26]([OH:28])=[O:27])=[O:23])=[CH:19][CH:18]=1)[CH2:9][C:10]1[CH:15]=[CH:14][CH:13]=[CH:12][N:11]=1)(OC(C)(C)C)=O.[ClH:43].O1CCOCC1. (6) Given the product [C:1]([N:4]1[C:13]2[C:8](=[CH:9][C:10]([C:14]3[CH:19]=[CH:18][C:17]([CH2:20][C:21]([OH:23])=[O:22])=[CH:16][CH:15]=3)=[CH:11][CH:12]=2)[C@H:7]([NH:26][C:27]([O:29][CH:30]([CH3:32])[CH3:31])=[O:28])[CH2:6][C@@H:5]1[CH3:33])(=[O:3])[CH3:2], predict the reactants needed to synthesize it. The reactants are: [C:1]([N:4]1[C:13]2[C:8](=[CH:9][C:10]([C:14]3[CH:19]=[CH:18][C:17]([CH2:20][C:21]([O:23]CC)=[O:22])=[CH:16][CH:15]=3)=[CH:11][CH:12]=2)[C@H:7]([NH:26][C:27]([O:29][CH:30]([CH3:32])[CH3:31])=[O:28])[CH2:6][C@@H:5]1[CH3:33])(=[O:3])[CH3:2].O.[OH-].[Na+]. (7) The reactants are: Cl.[CH2:2]([C:4]1[N:8]([C:9]2[N:17]=[C:16]3[C:12]([N:13]=[C:14]([CH:19]4[CH2:24][CH2:23][NH:22][CH2:21][CH2:20]4)[N:15]3[CH3:18])=[C:11]([N:25]3[CH2:30][CH2:29][O:28][CH2:27][CH2:26]3)[N:10]=2)[C:7]2[CH:31]=[CH:32][CH:33]=[CH:34][C:6]=2[N:5]=1)[CH3:3].Cl.[C-:36]#[N:37].[Na+].CC(=O)C.[CH2:43]1[CH2:47]OC[CH2:44]1. Given the product [CH2:2]([C:4]1[N:8]([C:9]2[N:17]=[C:16]3[C:12]([N:13]=[C:14]([CH:19]4[CH2:20][CH2:21][N:22]([C:43]([CH3:44])([CH3:47])[C:36]#[N:37])[CH2:23][CH2:24]4)[N:15]3[CH3:18])=[C:11]([N:25]3[CH2:26][CH2:27][O:28][CH2:29][CH2:30]3)[N:10]=2)[C:7]2[CH:31]=[CH:32][CH:33]=[CH:34][C:6]=2[N:5]=1)[CH3:3], predict the reactants needed to synthesize it.